Dataset: Forward reaction prediction with 1.9M reactions from USPTO patents (1976-2016). Task: Predict the product of the given reaction. (1) Given the reactants [F:1][C:2]1[CH:3]=[CH:4][C:5]([CH2:8][CH2:9][N:10]2[CH2:15][CH2:14][N:13]([C:16]3[CH:21]=[CH:20][C:19]4[C:22]5[CH2:23][N:24](C(OC(C)(C)C)=O)[CH2:25][CH2:26][CH2:27][C:28]=5[O:29][C:18]=4[CH:17]=3)[C:12](=[O:37])[CH2:11]2)=[N:6][CH:7]=1.Cl.C([O-])(O)=O.[Na+], predict the reaction product. The product is: [F:1][C:2]1[CH:3]=[CH:4][C:5]([CH2:8][CH2:9][N:10]2[CH2:15][CH2:14][N:13]([C:16]3[CH:21]=[CH:20][C:19]4[C:22]5[CH2:23][NH:24][CH2:25][CH2:26][CH2:27][C:28]=5[O:29][C:18]=4[CH:17]=3)[C:12](=[O:37])[CH2:11]2)=[N:6][CH:7]=1. (2) Given the reactants C[O:2][C:3](=[O:37])[CH2:4][CH2:5][C:6]1[CH:11]=[CH:10][C:9]([O:12][CH2:13][CH2:14][CH:15]([O:17][C:18]2[CH:23]=[CH:22][C:21]([C:24]([F:27])([F:26])[F:25])=[CH:20][C:19]=2[C:28](=[O:35])[C:29]2[CH:34]=[CH:33][CH:32]=[CH:31][CH:30]=2)[CH3:16])=[CH:8][C:7]=1[CH3:36], predict the reaction product. The product is: [C:28]([C:19]1[CH:20]=[C:21]([C:24]([F:25])([F:26])[F:27])[CH:22]=[CH:23][C:18]=1[O:17][CH:15]([CH3:16])[CH2:14][CH2:13][O:12][C:9]1[CH:10]=[CH:11][C:6]([CH2:5][CH2:4][C:3]([OH:37])=[O:2])=[C:7]([CH3:36])[CH:8]=1)(=[O:35])[C:29]1[CH:30]=[CH:31][CH:32]=[CH:33][CH:34]=1.